From a dataset of Reaction yield outcomes from USPTO patents with 853,638 reactions. Predict the reaction yield, written as a fraction of the theoretical maximum amount of product (1.0 means a 100% yield; for example, 0.34 means a 34% yield). (1) The reactants are [CH3:1][O:2][C@@H:3]1[CH2:8][CH2:7][C@H:6]([N:9]2[C:18]3[C:13](=[N:14][CH:15]=[C:16]([C:19]4[C:20]([CH3:36])=[N:21][C:22]([C:25]5[N:29](C6CCCCO6)[CH:28]=[N:27][N:26]=5)=[CH:23][CH:24]=4)[N:17]=3)[NH:12][C:11](=[O:37])[CH2:10]2)[CH2:5][CH2:4]1.CO[C@@H]1CC[C@H](N2C3C(=NC=C([Sn](C)(C)C)N=3)NC(=O)C2)CC1.BrC1C(C)=NC(C2N=CN(C3CCCCO3)N=2)=CC=1.C1(C)C=CC=CC=1P(C1C=CC=CC=1C)C1C=CC=CC=1C.C(N(CC)CC)C. The catalyst is C1C=CC(/C=C/C(/C=C/C2C=CC=CC=2)=O)=CC=1.C1C=CC(/C=C/C(/C=C/C2C=CC=CC=2)=O)=CC=1.C1C=CC(/C=C/C(/C=C/C2C=CC=CC=2)=O)=CC=1.[Pd].[Pd].CN(C)C=O. The product is [CH3:1][O:2][C@@H:3]1[CH2:8][CH2:7][C@H:6]([N:9]2[C:18]3[C:13](=[N:14][CH:15]=[C:16]([C:19]4[C:20]([CH3:36])=[N:21][C:22]([C:25]5[NH:29][CH:28]=[N:27][N:26]=5)=[CH:23][CH:24]=4)[N:17]=3)[NH:12][C:11](=[O:37])[CH2:10]2)[CH2:5][CH2:4]1. The yield is 0.800. (2) The reactants are [O:1]=[C:2]1[CH2:5][CH:4]([C:6]([OH:8])=O)[CH2:3]1.[CH2:9]([NH2:16])[C:10]1[CH:15]=[CH:14][CH:13]=[CH:12][CH:11]=1.C(N(CC)CC)C.F[P-](F)(F)(F)(F)F.N1(O[P+](N(C)C)(N(C)C)N(C)C)C2C=CC=CC=2N=N1. The catalyst is CN(C=O)C. The product is [CH2:9]([NH:16][C:6]([CH:4]1[CH2:3][C:2](=[O:1])[CH2:5]1)=[O:8])[C:10]1[CH:15]=[CH:14][CH:13]=[CH:12][CH:11]=1. The yield is 0.400. (3) The reactants are [CH2:1]([C:4]1[CH2:9][CH2:8][CH2:7][C:6]([CH3:11])([CH3:10])[C:5]=1[CH2:12][C:13]([OH:15])=O)[CH:2]=[CH2:3].C(N=C=N[CH2:21][CH2:22][CH2:23][N:24]([CH3:26])C)C.ON1C2N=CC=CC=2N=N1.N1CCCC1.CCN(CC)CC. The catalyst is CN(C=O)C.O. The product is [CH2:1]([C:4]1[CH2:9][CH2:8][CH2:7][C:6]([CH3:10])([CH3:11])[C:5]=1[CH2:12][C:13]([N:24]1[CH2:23][CH2:22][CH2:21][CH2:26]1)=[O:15])[CH:2]=[CH2:3]. The yield is 0.820. (4) The reactants are [Cl:1][C:2]1[CH:3]=[C:4]2[C:8](=[CH:9][CH:10]=1)[N:7]([C:11]1[N:15]([CH3:16])[N:14]=[C:13]([CH3:17])[C:12]=1/[CH:18]=[CH:19]/[C:20](=[O:24])[C:21]([OH:23])=[O:22])[CH:6]=[CH:5]2.Cl.[CH2:26](O)[CH3:27]. No catalyst specified. The product is [Cl:1][C:2]1[CH:3]=[C:4]2[C:8](=[CH:9][CH:10]=1)[N:7]([C:11]1[N:15]([CH3:16])[N:14]=[C:13]([CH3:17])[C:12]=1/[CH:18]=[CH:19]/[C:20](=[O:24])[C:21]([O:23][CH2:26][CH3:27])=[O:22])[CH:6]=[CH:5]2. The yield is 0.680. (5) The reactants are [C:1]([C:5]1[N:10]=[C:9]2[N:11]([CH2:14][C:15]3[CH:20]=[CH:19][C:18]([O:21][CH3:22])=[CH:17][CH:16]=3)[N:12]=[CH:13][C:8]2=[C:7](Cl)[N:6]=1)([CH3:4])([CH3:3])[CH3:2].Cl.[F:25][C:26]1([F:31])[CH2:30][CH2:29][NH:28][CH2:27]1.CCN(C(C)C)C(C)C. The catalyst is CN(C=O)C. The product is [C:1]([C:5]1[N:10]=[C:9]2[N:11]([CH2:14][C:15]3[CH:20]=[CH:19][C:18]([O:21][CH3:22])=[CH:17][CH:16]=3)[N:12]=[CH:13][C:8]2=[C:7]([N:28]2[CH2:29][CH2:30][C:26]([F:31])([F:25])[CH2:27]2)[N:6]=1)([CH3:4])([CH3:3])[CH3:2]. The yield is 0.870. (6) The reactants are Cl.[CH3:2][O:3][C:4](=[O:13])[C:5]1[CH:10]=[C:9]([NH2:11])[CH:8]=[CH:7][C:6]=1[Cl:12].N1C=CC=CC=1.[C:20]1([O:26][C:27](Cl)=[O:28])[CH:25]=[CH:24][CH:23]=[CH:22][CH:21]=1. The catalyst is C1COCC1.C(OC(=O)C)C. The product is [CH3:2][O:3][C:4](=[O:13])[C:5]1[CH:10]=[C:9]([NH:11][C:27]([O:26][C:20]2[CH:25]=[CH:24][CH:23]=[CH:22][CH:21]=2)=[O:28])[CH:8]=[CH:7][C:6]=1[Cl:12]. The yield is 0.530.